This data is from Full USPTO retrosynthesis dataset with 1.9M reactions from patents (1976-2016). The task is: Predict the reactants needed to synthesize the given product. (1) Given the product [CH3:9][S:10]([C:2]1[C:3]([NH2:8])=[N:4][CH:5]=[CH:6][CH:7]=1)(=[O:12])=[O:11], predict the reactants needed to synthesize it. The reactants are: Br[C:2]1[C:3]([NH2:8])=[N:4][CH:5]=[CH:6][CH:7]=1.[CH3:9][S:10]([O-:12])=[O:11].[Na+].N1CCC[C@H]1C(O)=O.[OH-].[Na+]. (2) Given the product [CH3:23][O:24][C:25](=[O:34])[C:26]1[CH:31]=[C:30]([C:36]#[C:35][C:37]2[CH:38]=[N:39][CH:40]=[C:41]([C:42]#[N:43])[CH:44]=2)[CH:29]=[CH:28][C:27]=1[F:33], predict the reactants needed to synthesize it. The reactants are: C(P(C(C)(C)C)C(C)(C)C)(C)(C)C.C(N(C(C)C)CC)(C)C.[CH3:23][O:24][C:25](=[O:34])[C:26]1[CH:31]=[C:30](Br)[CH:29]=[CH:28][C:27]=1[F:33].[C:35]([C:37]1[CH:38]=[N:39][CH:40]=[C:41]([CH:44]=1)[C:42]#[N:43])#[CH:36]. (3) Given the product [CH3:37][S:34]([C:27]1[CH:26]=[C:25]([B:10]2[O:11][C:12]([CH3:17])([CH3:18])[C:13]([CH3:15])([CH3:16])[O:14]2)[CH:30]=[CH:29][C:28]=1[CH2:31][O:32][CH3:33])(=[O:35])=[O:36], predict the reactants needed to synthesize it. The reactants are: [B:10]1([B:10]2[O:14][C:13]([CH3:16])([CH3:15])[C:12]([CH3:18])([CH3:17])[O:11]2)[O:14][C:13]([CH3:16])([CH3:15])[C:12]([CH3:18])([CH3:17])[O:11]1.CC([O-])=O.[K+].Br[C:25]1[CH:30]=[CH:29][C:28]([CH2:31][O:32][CH3:33])=[C:27]([S:34]([CH3:37])(=[O:36])=[O:35])[CH:26]=1.